Dataset: Forward reaction prediction with 1.9M reactions from USPTO patents (1976-2016). Task: Predict the product of the given reaction. Given the reactants [Cl:1][C:2]1[CH:29]=[CH:28][C:27]([N:30]2[CH:34]=[CH:33][CH:32]=[CH:31]2)=[CH:26][C:3]=1[C:4]([NH:6][C:7](=[O:25])[NH:8][C:9]1[S:10][C:11]2[CH:17]=[C:16]([S:18]([CH2:21][CH2:22][CH2:23]I)(=[O:20])=[O:19])[CH:15]=[CH:14][C:12]=2[N:13]=1)=[O:5].[CH3:35][O:36][CH2:37][CH2:38][NH2:39], predict the reaction product. The product is: [Cl:1][C:2]1[CH:29]=[CH:28][C:27]([N:30]2[CH:34]=[CH:33][CH:32]=[CH:31]2)=[CH:26][C:3]=1[C:4]([NH:6][C:7](=[O:25])[NH:8][C:9]1[S:10][C:11]2[CH:17]=[C:16]([S:18]([CH2:21][CH2:22][CH2:23][NH:39][CH2:38][CH2:37][O:36][CH3:35])(=[O:20])=[O:19])[CH:15]=[CH:14][C:12]=2[N:13]=1)=[O:5].